From a dataset of Forward reaction prediction with 1.9M reactions from USPTO patents (1976-2016). Predict the product of the given reaction. (1) Given the reactants O[CH:2]1[C@H:7]([NH:8][C:9](=[O:12])[CH2:10][CH3:11])[C@@H:6]([OH:13])[C@H:5]([OH:14])[C@@H:4]([CH2:15][OH:16])[O:3]1.C(N[CH2:20][CH3:21])C.[C:22](=O)([O-])[O-].[Na+].[Na+], predict the reaction product. The product is: [CH3:22][C:20]1([CH3:21])[O:3][C@@H:4]([C@H:5]2[O:14][C@H:2]3[C@H:7]([N:8]=[C:9]([CH2:10][CH3:11])[O:12]3)[C@H:6]2[OH:13])[CH2:15][O:16]1. (2) Given the reactants [Br:1][C:2]1[CH:11]=[C:10]([Br:12])[C:9]([OH:13])=[C:8]2[C:3]=1[CH:4]=[CH:5][C:6]([CH3:14])=[N:7]2.[Se](=O)=[O:16].O1CCOCC1, predict the reaction product. The product is: [Br:1][C:2]1[CH:11]=[C:10]([Br:12])[C:9]([OH:13])=[C:8]2[C:3]=1[CH:4]=[CH:5][C:6]([CH:14]=[O:16])=[N:7]2. (3) Given the reactants [Cl:1][C:2]1[CH:7]=[CH:6][CH:5]=[CH:4][C:3]=1[N:8]1[C:17](=[O:18])[C:16]2[C:11](=[N:12][C:13](S(C)=O)=[N:14][CH:15]=2)[N:10]2[CH:22]=[CH:23][N:24]=[C:9]12.[NH2:25][C:26]1[CH:31]=[CH:30][C:29]([CH:32]2[CH2:36][CH2:35][CH2:34][N:33]2C(OC(C)(C)C)=O)=[CH:28][CH:27]=1.[F:44][C:45]([F:50])([F:49])[C:46]([OH:48])=[O:47], predict the reaction product. The product is: [Cl:1][C:2]1[CH:7]=[CH:6][CH:5]=[CH:4][C:3]=1[N:8]1[C:17](=[O:18])[C:16]2[CH:15]=[N:14][C:13]([NH:25][C:26]3[CH:27]=[CH:28][C:29]([CH:32]4[CH2:36][CH2:35][CH2:34][NH:33]4)=[CH:30][CH:31]=3)=[N:12][C:11]=2[N:10]2[CH:22]=[CH:23][N:24]=[C:9]12.[F:44][C:45]([F:50])([F:49])[C:46]([OH:48])=[O:47]. (4) Given the reactants [Br:1][C:2]1[CH:11]=[CH:10][C:5]([C:6]([O:8]C)=O)=[C:4]([CH2:12]Br)[CH:3]=1.C(N(CC)CC)C.[NH2:21][C:22]([CH3:31])([CH3:30])[C:23]([O:25][C:26]([CH3:29])([CH3:28])[CH3:27])=[O:24], predict the reaction product. The product is: [Br:1][C:2]1[CH:3]=[C:4]2[C:5](=[CH:10][CH:11]=1)[C:6](=[O:8])[N:21]([C:22]([CH3:31])([CH3:30])[C:23]([O:25][C:26]([CH3:29])([CH3:28])[CH3:27])=[O:24])[CH2:12]2. (5) Given the reactants [C:1]([O:5][C:6]([C:8]1([CH2:11][CH2:12][CH2:13][CH2:14]C(=O)[CH2:14][CH2:13][CH2:12][CH2:11][C:8]2([C:6]([O:5][C:1]([CH3:4])([CH3:3])[CH3:2])=[O:7])[CH2:10][CH2:9]2)[CH2:10][CH2:9]1)=[O:7])([CH3:4])([CH3:3])[CH3:2].[H-].[Na+].[CH3:33][C:34]1[CH:39]=[CH:38][C:37]([S:40]([CH2:43][N+:44]#[C-:45])(=[O:42])=[O:41])=[CH:36][CH:35]=1.Br[CH2:47][CH2:48][CH2:49][CH2:50][C:51]1([C:54]([O:56][C:57]([CH3:60])([CH3:59])[CH3:58])=[O:55])[CH2:53][CH2:52]1, predict the reaction product. The product is: [C:57]([O:56][C:54]([C:51]1([CH2:50][CH2:49][CH2:48][CH2:47][C:43]([N+:44]#[C-:45])([S:40]([C:37]2[CH:36]=[CH:35][C:34]([CH3:33])=[CH:39][CH:38]=2)(=[O:42])=[O:41])[CH2:14][CH2:13][CH2:12][CH2:11][C:8]2([C:6]([O:5][C:1]([CH3:2])([CH3:3])[CH3:4])=[O:7])[CH2:10][CH2:9]2)[CH2:53][CH2:52]1)=[O:55])([CH3:60])([CH3:59])[CH3:58]. (6) Given the reactants [CH2:1]([O:3][C:4]([C:6]1[CH:15]=[C:14](O)[C:13]2[C:8](=[CH:9][CH:10]=[CH:11][CH:12]=2)[CH:7]=1)=[O:5])[CH3:2].[N:17]1C=CC=C[CH:18]=1.FC(F)(F)S(OS(C(F)(F)F)(=O)=O)(=O)=O.O, predict the reaction product. The product is: [CH2:1]([O:3][C:4]([C:6]1[CH:15]=[C:14]([C:18]#[N:17])[C:13]2[C:8](=[CH:9][CH:10]=[CH:11][CH:12]=2)[CH:7]=1)=[O:5])[CH3:2]. (7) Given the reactants Br[CH2:2][CH2:3][CH2:4][CH2:5][O:6][C:7]1[CH:12]=[CH:11][C:10]([C:13]2[N:17]=[C:16]([C:18]3[CH:19]=[CH:20][C:21]([O:26][CH:27]([CH3:29])[CH3:28])=[C:22]([CH:25]=3)[C:23]#[N:24])[O:15][N:14]=2)=[C:9]([Cl:30])[CH:8]=1.[CH3:31][NH2:32], predict the reaction product. The product is: [Cl:30][C:9]1[CH:8]=[C:7]([O:6][CH2:5][CH2:4][CH2:3][CH2:2][NH:32][CH3:31])[CH:12]=[CH:11][C:10]=1[C:13]1[N:17]=[C:16]([C:18]2[CH:19]=[CH:20][C:21]([O:26][CH:27]([CH3:29])[CH3:28])=[C:22]([CH:25]=2)[C:23]#[N:24])[O:15][N:14]=1. (8) Given the reactants [CH3:1][O:2][C:3]([C:5]1[C:10]([NH:11][CH2:12][C:13]2[CH:18]=[CH:17][C:16]([O:19][CH3:20])=[C:15]([Cl:21])[CH:14]=2)=[N:9][C:8](Cl)=[CH:7][N:6]=1)=[O:4].[OH:23][CH2:24][C:25]1[CH:30]=[CH:29][CH:28]=[CH:27][N:26]=1.CC(C)([O-])C.[K+].C(O)(=O)CC(CC(O)=O)(C(O)=O)O, predict the reaction product. The product is: [CH3:1][O:2][C:3]([C:5]1[C:10]([NH:11][CH2:12][C:13]2[CH:18]=[CH:17][C:16]([O:19][CH3:20])=[C:15]([Cl:21])[CH:14]=2)=[N:9][C:8]([O:23][CH2:24][C:25]2[CH:30]=[CH:29][CH:28]=[CH:27][N:26]=2)=[CH:7][N:6]=1)=[O:4]. (9) Given the reactants [CH3:1][S:2]([C:5]1[CH:6]=[C:7]([C:11]2[S:15][C:14]([C:16]3[N:20]([CH2:21][C:22]([O:24]CC)=[O:23])[N:19]=[C:18]([C:27]([F:30])([F:29])[F:28])[CH:17]=3)=[CH:13][CH:12]=2)[CH:8]=[CH:9][CH:10]=1)(=[O:4])=[O:3].[OH-].[Li+].[CH2:33]1COCC1, predict the reaction product. The product is: [CH3:33][CH:21]([N:20]1[C:16]([C:14]2[S:15][C:11]([C:7]3[CH:8]=[CH:9][CH:10]=[C:5]([S:2]([CH3:1])(=[O:4])=[O:3])[CH:6]=3)=[CH:12][CH:13]=2)=[CH:17][C:18]([C:27]([F:30])([F:29])[F:28])=[N:19]1)[C:22]([OH:24])=[O:23]. (10) Given the reactants [Cl:1][C:2]1[CH:3]=[C:4]([C:7]2[N:11]([CH3:12])[N:10]=[CH:9][N:8]=2)[S:5][CH:6]=1.C(#N)C.CC(O)=O.C1C(=O)N([Br:27])C(=O)C1, predict the reaction product. The product is: [Br:27][C:6]1[S:5][C:4]([C:7]2[N:11]([CH3:12])[N:10]=[CH:9][N:8]=2)=[CH:3][C:2]=1[Cl:1].